This data is from Experimentally validated miRNA-target interactions with 360,000+ pairs, plus equal number of negative samples. The task is: Binary Classification. Given a miRNA mature sequence and a target amino acid sequence, predict their likelihood of interaction. (1) The miRNA is hsa-miR-6511b-3p with sequence CCUCACCACCCCUUCUGCCUGCA. The protein sequence of the target gene is MSTQRLRNEDYHDYSSTDVSPEESPSEGLGSFSPGSYQRLGENSSMTWFQTLIHLLKGNIGTGLLGLPLAVKNAGLLLGPLSLLVIGIVAVHCMGILVKCAHHLCRRLNKPFLDYGDTVMYGLECSPSTWVRNHSHWGRRIVDFFLIVTQLGFCCVYFVFLADNFKQVIEAANGTTTNCNNNVTVIPTPTMDSRLYMLSFLPFLVLLSFIRNLRVLSIFSLLANISMFVSLIMIYQFIVQRIPDPSHLPLVAPWKTYPLFFGTAIFAFEGIGVVLPLENKMKDSQKFPLILYLGMAIITV.... Result: 0 (no interaction). (2) The miRNA is hsa-miR-373-5p with sequence ACUCAAAAUGGGGGCGCUUUCC. The protein sequence of the target gene is MAAVAMTPNPVQTLQEEAVCAICLDYFTDPVSIGCGHNFCRVCVTQLWGGEDEEDRDELDREEEEEDGEEEEVEAVGAGAGWDTPMRDEDYEGDMEEEVEEEEEGVFWTSGMSRSSWDNMDYVWEEEDEEEDLDYYLGDMEEEDLRGEDEEDEEEVLEEVEEEDLDPVTPLPPPPAPRRCFTCPQCRKSFPRRSFRPNLQLANMVQVIRQMHPTPGRGSRVTDQGICPKHQEALKLFCEVDEEAICVVCRESRSHKQHSVVPLEEVVQEYKAKLQGHVEPLRKHLEAVQKMKAKEERRVT.... Result: 0 (no interaction). (3) The miRNA is mmu-miR-346-5p with sequence UGUCUGCCCGAGUGCCUGCCUCU. The protein sequence of the target gene is MAPPSAPLLLRAVGEAGPTRKRGRRPRALKFVDVAVYFSSEEWGCLQPAQRTLYRDVMRETYGLLGALGCAGPKPALISWLERNTDDWEPAALDPQEYRRWVTFQRKTRSKQKTEEKDVFPPKEAPRKGKRGRKPSKPRLIPRQTSGGPICPDCGCTFPDHLALESHKCAQNLKKPYPCPDCGRRFSYPSLLVSHRRAHSGECPYVCDQCGKRFSQRKNLSQHQVIHTGEKPYHCPDCGRCFRRSRSLANHRTTHTGEKPHQCPSCGRRFAYPSLLAIHQRTHTGEKPYTCLECSRRFRQ.... Result: 1 (interaction). (4) The miRNA is hsa-miR-196a-5p with sequence UAGGUAGUUUCAUGUUGUUGGG. The protein sequence of the target gene is MSFLEDLELNFAECIQDGGKATLGVRQREEMDTTHCMKQNEIISQAVCALLNSGGGVVRVEIENGDYNFERDGVGLNLPPLFRNHLDEMLYGKLFLIYVSSWDVAASHVRLATLCSNLYHRCGTFTEVMDPEKALKFLKRVQDPRILGDSDSLNLQEAPVDDAQMILASDLFHSPQLQYLEKLNFTKSSHVEFQMFSADLSQGIRERLPKCVSALANSEGGYVFFGVHDETRHVIGCEKEKINCTNLKSTIDACIRKMPVYHFCGQNHKVQYELKFLEVYDKEALHGYVCAIKVERFCCA.... Result: 0 (no interaction).